Task: Predict the product of the given reaction.. Dataset: Forward reaction prediction with 1.9M reactions from USPTO patents (1976-2016) (1) Given the reactants [Cl:1][C:2]1[CH:7]=[CH:6][CH:5]=[C:4]([Cl:8])[C:3]=1[C:9]#[C:10][Si](C)(C)C.C([O-])([O-])=O.[K+].[K+], predict the reaction product. The product is: [Cl:1][C:2]1[CH:7]=[CH:6][CH:5]=[C:4]([Cl:8])[C:3]=1[C:9]#[CH:10]. (2) The product is: [C:19]1(=[O:21])[NH:13][CH2:14][CH2:15][CH2:16][CH2:17][CH2:18]1.[NH2:13][CH2:14][CH2:15][CH2:16][CH2:17][CH2:18][C:19]([OH:21])=[O:20]. Given the reactants C(CCCCC(O)=O)=O.N.[H][H].[NH2:13][CH2:14][CH2:15][CH2:16][CH2:17][CH2:18][C:19]([OH:21])=[O:20], predict the reaction product.